This data is from Reaction yield outcomes from USPTO patents with 853,638 reactions. The task is: Predict the reaction yield, written as a fraction of the theoretical maximum amount of product (1.0 means a 100% yield; for example, 0.34 means a 34% yield). (1) The product is [NH:32]1[C:40]2[C:35](=[CH:36][CH:37]=[CH:38][CH:39]=2)[CH:34]=[C:33]1[CH2:41][NH:42][C:3](=[O:4])[CH:2]([OH:1])[C:6]1[CH:7]=[CH:8][C:9]([C:12]2[N:16]=[C:15]([C:17]3[O:21][N:20]=[C:19]([C:22]4[CH:27]=[CH:26][CH:25]=[CH:24][CH:23]=4)[C:18]=3[C:28]([F:30])([F:29])[F:31])[O:14][N:13]=2)=[CH:10][CH:11]=1. The catalyst is CN(C=O)C. The reactants are [OH:1][CH:2]([C:6]1[CH:11]=[CH:10][C:9]([C:12]2[N:16]=[C:15]([C:17]3[O:21][N:20]=[C:19]([C:22]4[CH:27]=[CH:26][CH:25]=[CH:24][CH:23]=4)[C:18]=3[C:28]([F:31])([F:30])[F:29])[O:14][N:13]=2)=[CH:8][CH:7]=1)[C:3](O)=[O:4].[NH:32]1[C:40]2[C:35](=[CH:36][CH:37]=[CH:38][CH:39]=2)[CH:34]=[C:33]1[CH2:41][NH2:42].CN1CCOCC1.CN(C(ON1N=NC2C=CC=NC1=2)=[N+](C)C)C.F[P-](F)(F)(F)(F)F. The yield is 0.437. (2) The reactants are [F:1][C:2]1[CH:7]=[CH:6][C:5]([C:8]2[C:12]3[C:13](=[O:17])[NH:14][CH2:15][CH2:16][C:11]=3[NH:10][C:9]=2[CH:18]=O)=[CH:4][CH:3]=1.[F:20][C:21]1[CH:22]=[C:23]2[C:27](=[CH:28][C:29]=1[NH:30][CH2:31][C:32]1[CH:37]=[CH:36][C:35]([F:38])=[CH:34][CH:33]=1)[NH:26][C:25](=[O:39])[CH2:24]2. No catalyst specified. The product is [F:20][C:21]1[CH:22]=[C:23]2[C:27](=[CH:28][C:29]=1[NH:30][CH2:31][C:32]1[CH:37]=[CH:36][C:35]([F:38])=[CH:34][CH:33]=1)[NH:26][C:25](=[O:39])[C:24]2=[CH:18][C:9]1[NH:10][C:11]2[CH2:16][CH2:15][NH:14][C:13](=[O:17])[C:12]=2[C:8]=1[C:5]1[CH:6]=[CH:7][C:2]([F:1])=[CH:3][CH:4]=1. The yield is 0.435. (3) The reactants are [C:1]([N:4]1[C@@H:8]([C:9]([OH:11])=[O:10])[C:7]([CH3:13])([CH3:12])[S:6][C@H:5]1[C:14]1[CH:19]=[CH:18][CH:17]=[CH:16][CH:15]=1)(=[O:3])[CH3:2].[C:20]([N:23]1[C:27]2[CH:28]=[CH:29][C:30]([Cl:32])=[CH:31][C:26]=2[S:25][CH:24]1[C:33]1[CH:38]=[C:37]([O:39][CH3:40])[CH:36]=[CH:35][C:34]=1O)(=[O:22])[CH3:21].N(C(OCC)=O)=NC(OCC)=O. The catalyst is CN(C=O)C. The product is [C:20]([N:23]1[C:27]2[CH:28]=[CH:29][C:30]([Cl:32])=[CH:31][C:26]=2[S:25][CH:24]1[C:33]1[CH:38]=[C:37]([O:39][CH3:40])[CH:36]=[CH:35][C:34]=1[O:10][C:9]([C@H:8]1[C:7]([CH3:13])([CH3:12])[S:6][C@@H:5]([C:14]2[CH:15]=[CH:16][CH:17]=[CH:18][CH:19]=2)[N:4]1[C:1](=[O:3])[CH3:2])=[O:11])(=[O:22])[CH3:21]. The yield is 0.430. (4) The reactants are [Cl:1][C:2]1[C:3]([O:12][C:13]2[CH:18]=[C:17]([O:19][CH2:20][CH2:21][O:22][CH3:23])[CH:16]=[CH:15][C:14]=2/[CH:24]=[CH:25]/[C:26]([OH:28])=O)=[N:4][CH:5]=[C:6]([C:8]([F:11])([F:10])[F:9])[CH:7]=1.Cl.C(N=C=NCCCN(C)C)C.[Cl:41][C:42]1[CH:47]=[CH:46][C:45]([S:48]([NH2:51])(=[O:50])=[O:49])=[CH:44][CH:43]=1.Cl. The catalyst is C(#N)C.CN(C)C1C=CN=CC=1.C(OCC)(=O)C. The product is [Cl:41][C:42]1[CH:43]=[CH:44][C:45]([S:48]([NH:51][C:26](=[O:28])/[CH:25]=[CH:24]/[C:14]2[CH:15]=[CH:16][C:17]([O:19][CH2:20][CH2:21][O:22][CH3:23])=[CH:18][C:13]=2[O:12][C:3]2[C:2]([Cl:1])=[CH:7][C:6]([C:8]([F:11])([F:10])[F:9])=[CH:5][N:4]=2)(=[O:49])=[O:50])=[CH:46][CH:47]=1. The yield is 0.720. (5) The reactants are [Br:1][C:2]1[N:6]2[C:7](=[O:14])[C:8]([F:13])=[C:9]([CH2:11]Cl)[N:10]=[C:5]2[S:4][C:3]=1[CH3:15].P([O-])([O-])([O-])=O.[K+].[K+].[K+].[C:24]([C:26]1[CH:27]=[C:28](B(O)O)[CH:29]=[CH:30][CH:31]=1)#[N:25]. The catalyst is O1CCOCC1.O.C1C=CC([P]([Pd]([P](C2C=CC=CC=2)(C2C=CC=CC=2)C2C=CC=CC=2)([P](C2C=CC=CC=2)(C2C=CC=CC=2)C2C=CC=CC=2)[P](C2C=CC=CC=2)(C2C=CC=CC=2)C2C=CC=CC=2)(C2C=CC=CC=2)C2C=CC=CC=2)=CC=1. The product is [Br:1][C:2]1[N:6]2[C:7](=[O:14])[C:8]([F:13])=[C:9]([CH2:11][C:30]3[CH:31]=[C:26]([CH:27]=[CH:28][CH:29]=3)[C:24]#[N:25])[N:10]=[C:5]2[S:4][C:3]=1[CH3:15]. The yield is 0.230.